Dataset: Reaction yield outcomes from USPTO patents with 853,638 reactions. Task: Predict the reaction yield, written as a fraction of the theoretical maximum amount of product (1.0 means a 100% yield; for example, 0.34 means a 34% yield). (1) The reactants are [CH2:1]([N:6]1[C:14]2[N:13]=[CH:12][NH:11][C:10]=2[C:9](=[O:15])[NH:8][C:7]1=[S:16])[CH2:2][CH2:3][CH2:4][CH3:5].S(OC)(O[CH3:21])(=O)=O.C(O)(=O)C. The catalyst is [OH-].[Na+].O. The product is [CH3:21][S:16][C:7]1[N:6]([CH2:1][CH2:2][CH2:3][CH2:4][CH3:5])[C:14]2[N:13]=[CH:12][NH:11][C:10]=2[C:9](=[O:15])[N:8]=1. The yield is 0.400. (2) The reactants are [C:1]([C:3]1[CH:8]=[CH:7][C:6]([OH:9])=[CH:5][CH:4]=1)#[N:2].Br[CH2:11][C:12]([O:14][CH2:15][CH3:16])=[O:13].C([O-])([O-])=O.[K+].[K+]. The catalyst is CC(C)=O. The product is [C:1]([C:3]1[CH:8]=[CH:7][C:6]([O:9][CH2:11][C:12]([O:14][CH2:15][CH3:16])=[O:13])=[CH:5][CH:4]=1)#[N:2]. The yield is 0.950. (3) The reactants are [CH3:1][Si:2]([CH3:19])([CH3:18])[CH2:3][CH2:4][O:5][C:6](=O)[O:7]C1C=CC([N+]([O-])=O)=CC=1.CCN(C(C)C)C(C)C.[F:29][C:30]1[CH:35]=[C:34]([CH3:36])[C:33]([NH2:37])=[CH:32][C:31]=1[NH2:38]. The catalyst is CN(C=O)C.CN(C1C=CN=CC=1)C. The product is [CH3:1][Si:2]([CH3:19])([CH3:18])[CH2:3][CH2:4][O:5][C:6](=[O:7])[NH:37][C:33]1[CH:32]=[C:31]([NH2:38])[C:30]([F:29])=[CH:35][C:34]=1[CH3:36]. The yield is 0.280. (4) The yield is 0.940. The catalyst is N1C=CC=CC=1. The product is [C:27]([O:1][CH:2]1[CH:3]([CH3:25])[CH2:4][C:5]([C:16]2[CH:21]=[CH:20][N:19]=[CH:18][C:17]=2[N+:22]([O-:24])=[O:23])=[CH:6][CH:7]1[NH:8][C:9]([O:10][C:11]([CH3:12])([CH3:13])[CH3:14])=[O:15])(=[O:28])[CH3:26]. The reactants are [OH:1][CH:2]1[CH:7]([NH:8][C:9](=[O:15])[O:10][C:11]([CH3:14])([CH3:13])[CH3:12])[CH:6]=[C:5]([C:16]2[CH:21]=[CH:20][N:19]=[CH:18][C:17]=2[N+:22]([O-:24])=[O:23])[CH2:4][CH:3]1[CH3:25].[CH3:26][C:27](OC(C)=O)=[O:28]. (5) The reactants are O[C:2]1C=CC(C(=O)C=[CH:8][C:9]2[CH:14]=[CH:13][C:12](OC)=[CH:11][CH:10]=2)=C[CH:3]=1.C(Cl)CCl.C1C=CC2N([OH:33])N=NC=2C=1.C(N(CC)CC)C.CN([CH:44]=[O:45])C. The catalyst is CO. The product is [CH:9]12[CH2:8][CH:12]([CH:11]=[CH:10]1)[CH2:13][CH:14]2[C:44]([OH:45])=[O:33].[CH2:2]=[CH2:3]. The yield is 0.825. (6) The reactants are [Si:1]([O:18][C@@H:19]([CH3:28])[CH2:20][CH:21]=[CH:22][C:23](OCC)=[O:24])([C:14]([CH3:17])([CH3:16])[CH3:15])([C:8]1[CH:13]=[CH:12][CH:11]=[CH:10][CH:9]=1)[C:2]1[CH:7]=[CH:6][CH:5]=[CH:4][CH:3]=1.CC(C[AlH]CC(C)C)C.[NH4+].[Cl-].[O-]S([O-])(=O)=O.[Mg+2]. The catalyst is C(Cl)Cl.CCOCC. The product is [Si:1]([O:18][C@@H:19]([CH3:28])[CH2:20][CH:21]=[CH:22][CH2:23][OH:24])([C:14]([CH3:16])([CH3:17])[CH3:15])([C:8]1[CH:9]=[CH:10][CH:11]=[CH:12][CH:13]=1)[C:2]1[CH:3]=[CH:4][CH:5]=[CH:6][CH:7]=1. The yield is 0.960. (7) The reactants are C([O:4][C:5]1[C:6]([CH2:14][CH:15]=[CH2:16])=[C:7]([N+:11]([O-:13])=[O:12])[CH:8]=[CH:9][CH:10]=1)(=O)C.ClC1C=CC=C(C(OO)=[O:25])C=1. The catalyst is C(Cl)(Cl)Cl. The product is [N+:11]([C:7]1[C:6]([CH2:14][CH:15]2[CH2:16][O:25]2)=[C:5]([OH:4])[CH:10]=[CH:9][CH:8]=1)([O-:13])=[O:12]. The yield is 0.870.